This data is from Reaction yield outcomes from USPTO patents with 853,638 reactions. The task is: Predict the reaction yield, written as a fraction of the theoretical maximum amount of product (1.0 means a 100% yield; for example, 0.34 means a 34% yield). The reactants are [CH3:1][C:2]1[N:7]=[CH:6][C:5]([C:8]([N:10]2[CH2:13][CH:12]([C:14]([N:16]3[CH2:22][CH2:21][CH2:20][N:19](C(OC(C)(C)C)=O)[CH2:18][CH2:17]3)=[O:15])[CH2:11]2)=[O:9])=[CH:4][CH:3]=1.C(O)(C(F)(F)F)=O. The catalyst is C(Cl)Cl. The product is [CH3:1][C:2]1[N:7]=[CH:6][C:5]([C:8]([N:10]2[CH2:13][CH:12]([C:14]([N:16]3[CH2:22][CH2:21][CH2:20][NH:19][CH2:18][CH2:17]3)=[O:15])[CH2:11]2)=[O:9])=[CH:4][CH:3]=1. The yield is 0.890.